From a dataset of Forward reaction prediction with 1.9M reactions from USPTO patents (1976-2016). Predict the product of the given reaction. (1) Given the reactants [F:1][C:2]1[CH:7]=[CH:6][CH:5]=[C:4]([OH:8])[C:3]=1[NH:9][C:10](=[O:13])[O:11][CH3:12].CC#N.O.C1(C)C=CC(S(O)(=O)=O)=CC=1.[I:29]N1C(=O)CCC1=O, predict the reaction product. The product is: [F:1][C:2]1[C:7]([I:29])=[CH:6][CH:5]=[C:4]([OH:8])[C:3]=1[NH:9][C:10](=[O:13])[O:11][CH3:12]. (2) Given the reactants [C:1]([O:5][C:6]([NH:8][C@H:9]([CH2:36][C:37]1[CH:42]=[C:41]([F:43])[C:40]([F:44])=[CH:39][C:38]=1[F:45])[CH2:10][C:11]([N:13]1[CH2:17][CH2:16][S:15][CH:14]1[C:18]([NH:20][CH2:21][C:22]1[CH:35]=[CH:34][C:25]([O:26][CH:27]([CH:31]([CH3:33])[CH3:32])[C:28]([OH:30])=[O:29])=[CH:24][CH:23]=1)=[O:19])=[O:12])=[O:7])([CH3:4])([CH3:3])[CH3:2].[C:46]([O-])([O-])=O.[K+].[K+].IC[CH2:54][C:55]([CH3:60])([CH3:59])[C:56]([O-:58])=[O:57], predict the reaction product. The product is: [C:1]([O:5][C:6]([NH:8][C@H:9]([CH2:36][C:37]1[CH:42]=[C:41]([F:43])[C:40]([F:44])=[CH:39][C:38]=1[F:45])[CH2:10][C:11]([N:13]1[CH2:17][CH2:16][S:15][CH:14]1[C:18]([NH:20][CH2:21][C:22]1[CH:23]=[CH:24][C:25]([O:26][CH:27]([CH:31]([CH3:32])[CH3:33])[C:28]([O:30][CH2:46][O:58][C:56](=[O:57])[C:55]([CH3:60])([CH3:59])[CH3:54])=[O:29])=[CH:34][CH:35]=1)=[O:19])=[O:12])=[O:7])([CH3:3])([CH3:4])[CH3:2]. (3) Given the reactants [NH2:1][C:2]1[N:7]=[C:6](C)[N:5]=[C:4]([C:9]2[CH:16]=[CH:15][C:12]([CH:13]=[O:14])=[CH:11][CH:10]=2)[C:3]=1[C:17]1[CH:22]=[CH:21][CH:20]=[CH:19][CH:18]=1.Cl[CH2:24][CH:25]=O, predict the reaction product. The product is: [C:17]1([C:3]2[C:2]3[N:7]([CH:24]=[CH:25][N:1]=3)[CH:6]=[N:5][C:4]=2[C:9]2[CH:16]=[CH:15][C:12]([CH:13]=[O:14])=[CH:11][CH:10]=2)[CH:22]=[CH:21][CH:20]=[CH:19][CH:18]=1. (4) The product is: [O:1]=[C:2]1[N:8]([CH:9]2[CH2:10][CH2:11][N:12]([C:15]([O:17][C@H:18]([CH2:19][C:20]3[CH:30]=[C:29]([CH3:31])[C:23]4[NH:24][C:25]([O:27][CH3:28])=[N:26][C:22]=4[CH:21]=3)[C:32](=[O:34])[N:48]3[CH2:47][CH2:46][N:45]([CH:42]4[CH2:43][CH2:44][O:39][CH2:40][CH2:41]4)[CH2:50][CH2:49]3)=[O:16])[CH2:13][CH2:14]2)[CH2:7][CH2:6][C:5]2[CH:35]=[CH:36][CH:37]=[CH:38][C:4]=2[NH:3]1. Given the reactants [O:1]=[C:2]1[N:8]([CH:9]2[CH2:14][CH2:13][N:12]([C:15]([O:17][C@@H:18]([C:32]([OH:34])=O)[CH2:19][C:20]3[CH:30]=[C:29]([CH3:31])[C:23]4[NH:24][C:25]([O:27][CH3:28])=[N:26][C:22]=4[CH:21]=3)=[O:16])[CH2:11][CH2:10]2)[CH2:7][CH2:6][C:5]2[CH:35]=[CH:36][CH:37]=[CH:38][C:4]=2[NH:3]1.[O:39]1[CH2:44][CH2:43][CH:42]([N:45]2[CH2:50][CH2:49][NH:48][CH2:47][CH2:46]2)[CH2:41][CH2:40]1, predict the reaction product. (5) Given the reactants [O:1]=[C:2]1[CH2:5][CH:4]([C:6]([OH:8])=O)[CH2:3]1.CN(C(ON1N=NC2C=CC=NC1=2)=[N+](C)C)C.F[P-](F)(F)(F)(F)F.C(N(CC)C(C)C)(C)C.[Br:42][C:43]1[CH:44]=[C:45]([NH:50]C)[C:46]([NH2:49])=[CH:47][CH:48]=1, predict the reaction product. The product is: [NH2:50][C:45]1[CH:44]=[C:43]([Br:42])[CH:48]=[CH:47][C:46]=1[NH:49][C:6]([CH:4]1[CH2:3][C:2](=[O:1])[CH2:5]1)=[O:8]. (6) Given the reactants C(=O)([O-])[O-].[K+].[K+].C[Si](C)(C)[C:9]#[C:10][C:11]1[S:15][CH:14]=[N:13][C:12]=1[CH2:16][OH:17].C(O)(=O)CC(CC(O)=O)(C(O)=O)O, predict the reaction product. The product is: [C:10]([C:11]1[S:15][CH:14]=[N:13][C:12]=1[CH2:16][OH:17])#[CH:9].